Dataset: Catalyst prediction with 721,799 reactions and 888 catalyst types from USPTO. Task: Predict which catalyst facilitates the given reaction. (1) Reactant: [CH:1]1([C@H:4]([NH:6][C:7]2[N:12]=[C:11]([NH:13][C@@H:14]([CH:16]3[CH2:18][CH2:17]3)[CH3:15])[N:10]=[C:9]([C:19]3[N:24]=[C:23]([C:25]([O:27]C)=[O:26])[CH:22]=[CH:21][CH:20]=3)[N:8]=2)[CH3:5])[CH2:3][CH2:2]1.[OH-].[Li+].Cl. Product: [CH:1]1([C@H:4]([NH:6][C:7]2[N:12]=[C:11]([NH:13][C@@H:14]([CH:16]3[CH2:17][CH2:18]3)[CH3:15])[N:10]=[C:9]([C:19]3[N:24]=[C:23]([C:25]([OH:27])=[O:26])[CH:22]=[CH:21][CH:20]=3)[N:8]=2)[CH3:5])[CH2:2][CH2:3]1. The catalyst class is: 90. (2) Reactant: [N:1]([C:4]1([CH3:22])[CH2:10][CH2:9][CH2:8][CH2:7][N:6]2[C:11](=[O:21])[CH:12]=[C:13]([C:15]3[CH:20]=[CH:19][N:18]=[CH:17][CH:16]=3)[N:14]=[C:5]12)=[N+]=[N-]. Product: [NH2:1][C:4]1([CH3:22])[CH2:10][CH2:9][CH2:8][CH2:7][N:6]2[C:11](=[O:21])[CH:12]=[C:13]([C:15]3[CH:20]=[CH:19][N:18]=[CH:17][CH:16]=3)[N:14]=[C:5]12. The catalyst class is: 45. (3) Product: [OH:6][CH2:5][CH:3]1[CH2:4][N:1]([C:9]([O:11][C:12]([CH3:15])([CH3:14])[CH3:13])=[O:10])[CH2:2]1. Reactant: [N:1]1([C:9]([O:11][C:12]([CH3:15])([CH3:14])[CH3:13])=[O:10])[CH2:4][CH:3]([C:5](OC)=[O:6])[CH2:2]1.CO.[Li+].[BH4-].O.O.O.O.C(C(C(C([O-])=O)O)O)([O-])=O.[Na+].[K+]. The catalyst class is: 49. (4) Reactant: [S:1]1[C:5]2[CH:6]=[CH:7][CH:8]=[CH:9][C:4]=2[N:3]=[C:2]1[C:10]1[N:11]=[C:12]2[C:18]3[CH:19]=[CH:20][CH:21]=[CH:22][C:17]=3[NH:16][C:15]3[N:23]=[CH:24][CH:25]=[CH:26][C:14]=3[N:13]2[C:27]=1[C:28]1[CH:33]=[CH:32][C:31]([C:34]2([NH:38]C(=O)OC(C)(C)C)[CH2:37][CH2:36][CH2:35]2)=[CH:30][CH:29]=1.[ClH:46].O1CCOCC1. Product: [ClH:46].[ClH:46].[ClH:46].[S:1]1[C:5]2[CH:6]=[CH:7][CH:8]=[CH:9][C:4]=2[N:3]=[C:2]1[C:10]1[N:11]=[C:12]2[C:18]3[CH:19]=[CH:20][CH:21]=[CH:22][C:17]=3[NH:16][C:15]3[N:23]=[CH:24][CH:25]=[CH:26][C:14]=3[N:13]2[C:27]=1[C:28]1[CH:29]=[CH:30][C:31]([C:34]2([NH2:38])[CH2:37][CH2:36][CH2:35]2)=[CH:32][CH:33]=1. The catalyst class is: 2. (5) Reactant: [CH3:1][C:2]([CH3:22])([CH2:7][C:8]1[CH:13]=[CH:12][CH:11]=[C:10]([O:14]CC2C=CC=CC=2)[CH:9]=1)[C:3]([O:5][CH3:6])=[O:4]. Product: [CH3:1][C:2]([CH3:22])([CH2:7][C:8]1[CH:13]=[CH:12][CH:11]=[C:10]([OH:14])[CH:9]=1)[C:3]([O:5][CH3:6])=[O:4]. The catalyst class is: 750. (6) Reactant: [F:1][C:2]([F:15])([O:6][C:7]1[CH:8]=[C:9]([CH:12]=[CH:13][CH:14]=1)[CH:10]=O)[CH:3]([F:5])[F:4].Cl.[NH2:17][OH:18].[OH-].[Na+].Cl. Product: [F:1][C:2]([F:15])([O:6][C:7]1[CH:8]=[C:9]([CH:12]=[CH:13][CH:14]=1)[CH:10]=[N:17][OH:18])[CH:3]([F:5])[F:4]. The catalyst class is: 40.